From a dataset of Catalyst prediction with 721,799 reactions and 888 catalyst types from USPTO. Predict which catalyst facilitates the given reaction. (1) Reactant: [CH:1]([S:4]([C:7]1[CH:8]=[C:9]2[C:13](=[C:14]([O:16][CH2:17][CH2:18][C:19]3[CH:24]=[CH:23][CH:22]=[CH:21][N:20]=3)[CH:15]=1)[NH:12][N:11]=[C:10]2[NH2:25])(=[O:6])=[O:5])([CH3:3])[CH3:2].[C:26](O)(=[O:36])[C:27]1[C:28](=[CH:32][CH:33]=[CH:34][CH:35]=1)[C:29](O)=[O:30].N1(O)C2C=CC=CC=2N=N1.Cl.CN(C)CCCN=C=NCC.C(=O)([O-])O.[Na+]. Product: [CH:1]([S:4]([C:7]1[CH:8]=[C:9]2[C:13](=[C:14]([O:16][CH2:17][CH2:18][C:19]3[CH:24]=[CH:23][CH:22]=[CH:21][N:20]=3)[CH:15]=1)[NH:12][N:11]=[C:10]2[N:25]1[C:29](=[O:30])[C:28]2[C:27](=[CH:35][CH:34]=[CH:33][CH:32]=2)[C:26]1=[O:36])(=[O:6])=[O:5])([CH3:3])[CH3:2]. The catalyst class is: 9. (2) Product: [CH:22]1([NH:28][C:29]([CH:2]([NH:1][C:13](=[O:21])[C:14]2[CH:15]=[CH:16][CH:17]=[CH:18][CH:19]=2)[CH2:3][CH2:4][CH2:5][CH3:6])=[O:12])[CH2:27][CH2:26][CH2:25][CH2:24][CH2:23]1. The catalyst class is: 98. Reactant: [NH:1]1[CH2:6][CH2:5][CH2:4][CH2:3][CH2:2]1.C(=[O:12])CCCC.[C:13]([OH:21])(=O)[C:14]1[CH:19]=[CH:18][CH:17]=[CH:16][CH:15]=1.[CH:22]1([N+:28]#[C-:29])[CH2:27][CH2:26][CH2:25][CH2:24][CH2:23]1.